From a dataset of Full USPTO retrosynthesis dataset with 1.9M reactions from patents (1976-2016). Predict the reactants needed to synthesize the given product. (1) The reactants are: Cl[C:2]1[N:7]=[N:6][C:5]([CH2:8][N:9]2[CH:14]=[C:13]3[N:15]=[C:16]([C:18]4[CH:23]=[CH:22][CH:21]=[CH:20][C:19]=4[F:24])[N:17]=[C:12]3[CH:11]=[N:10]2)=[CH:4][CH:3]=1.[CH3:25][O:26][C:27]1[CH:32]=[CH:31][C:30](B(O)O)=[C:29]([C:36]([F:39])([F:38])[F:37])[CH:28]=1. Given the product [F:24][C:19]1[CH:20]=[CH:21][CH:22]=[CH:23][C:18]=1[C:16]1[N:17]=[C:12]2[CH:11]=[N:10][N:9]([CH2:8][C:5]3[N:6]=[N:7][C:2]([C:30]4[CH:31]=[CH:32][C:27]([O:26][CH3:25])=[CH:28][C:29]=4[C:36]([F:37])([F:38])[F:39])=[CH:3][CH:4]=3)[CH:14]=[C:13]2[N:15]=1, predict the reactants needed to synthesize it. (2) Given the product [Cl:16][C:12]1[C:13]([C:14]#[N:15])=[C:8]([C:5]2[CH:4]=[CH:3][C:2]([NH:1][C:18]([NH:17][C:20]3[CH:21]=[C:22]([CH3:26])[CH:23]=[CH:24][CH:25]=3)=[O:19])=[CH:7][CH:6]=2)[CH:9]=[CH:10][N:11]=1, predict the reactants needed to synthesize it. The reactants are: [NH2:1][C:2]1[CH:7]=[CH:6][C:5]([C:8]2[C:13]([C:14]#[N:15])=[C:12]([Cl:16])[N:11]=[CH:10][CH:9]=2)=[CH:4][CH:3]=1.[N:17]([C:20]1[CH:25]=[CH:24][CH:23]=[C:22]([CH3:26])[CH:21]=1)=[C:18]=[O:19]. (3) Given the product [CH3:26][O:25][C:22]1[CH:23]=[CH:24][C:19]([CH2:18][N:17]2[C:16]3[C:15](=[O:27])[N:14]4[C:28]([CH3:31])=[N:29][N:30]=[C:13]4[N:12]([CH2:32][CH2:33][CH2:34][CH2:35][CH3:36])[C:11]=3[N:10]=[C:9]2[N:4]2[CH2:5][NH:6][CH:7]=[N:3]2)=[CH:20][CH:21]=1.[CH3:26][O:25][C:22]1[CH:23]=[CH:24][C:19]([CH2:18][N:17]2[C:16]3[C:15](=[O:27])[N:14]4[C:28]([CH3:31])=[N:29][N:30]=[C:13]4[N:12]([CH2:32][CH2:33][CH2:34][CH2:35][CH3:36])[C:11]=3[N:10]=[C:9]2[N:3]2[CH:7]=[N:6][CH:5]=[N:4]2)=[CH:20][CH:21]=1, predict the reactants needed to synthesize it. The reactants are: [H-].[Na+].[NH:3]1[CH:7]=[N:6][CH:5]=[N:4]1.Br[C:9]1[N:17]([CH2:18][C:19]2[CH:24]=[CH:23][C:22]([O:25][CH3:26])=[CH:21][CH:20]=2)[C:16]2[C:15](=[O:27])[N:14]3[C:28]([CH3:31])=[N:29][N:30]=[C:13]3[N:12]([CH2:32][CH2:33][CH2:34][CH2:35][CH3:36])[C:11]=2[N:10]=1.